Dataset: Peptide-MHC class I binding affinity with 185,985 pairs from IEDB/IMGT. Task: Regression. Given a peptide amino acid sequence and an MHC pseudo amino acid sequence, predict their binding affinity value. This is MHC class I binding data. (1) The peptide sequence is CYMHVSDYY. The MHC is HLA-B27:03 with pseudo-sequence HLA-B27:03. The binding affinity (normalized) is 0.0847. (2) The peptide sequence is ITAVNRYFK. The MHC is HLA-A80:01 with pseudo-sequence HLA-A80:01. The binding affinity (normalized) is 0.0847. (3) The peptide sequence is AEVCAHHLF. The MHC is HLA-B40:01 with pseudo-sequence HLA-B40:01. The binding affinity (normalized) is 0.876. (4) The peptide sequence is MALMKLAAL. The MHC is Patr-A0101 with pseudo-sequence Patr-A0101. The binding affinity (normalized) is 0. (5) The peptide sequence is FLCAKCLGA. The MHC is HLA-A02:01 with pseudo-sequence HLA-A02:01. The binding affinity (normalized) is 0.545. (6) The peptide sequence is FPFKYAAAF. The MHC is Mamu-B03 with pseudo-sequence Mamu-B03. The binding affinity (normalized) is 0. (7) The peptide sequence is DLNIFMTLV. The MHC is HLA-A02:06 with pseudo-sequence HLA-A02:06. The binding affinity (normalized) is 0.289. (8) The peptide sequence is MLSSFGWIY. The MHC is HLA-B40:01 with pseudo-sequence HLA-B40:01. The binding affinity (normalized) is 0.0847. (9) The peptide sequence is STPAILHIM. The MHC is BoLA-AW10 with pseudo-sequence BoLA-AW10. The binding affinity (normalized) is 0.420. (10) The peptide sequence is KMSEYKGPV. The MHC is HLA-B08:01 with pseudo-sequence HLA-B08:01. The binding affinity (normalized) is 0.0847.